Dataset: Full USPTO retrosynthesis dataset with 1.9M reactions from patents (1976-2016). Task: Predict the reactants needed to synthesize the given product. (1) The reactants are: [H-].[Na+].[CH3:3][S:4]([NH2:7])(=[O:6])=[O:5].[C:8]([C:12]1[CH:17]=[CH:16][C:15]([C:18]2[CH:23]=[CH:22][CH:21]=[C:20]([CH:24]3[C:33]([CH3:35])([CH3:34])[CH2:32][C:31]4[C:26](=[C:27]([C:37](O)=[O:38])[CH:28]=[C:29]([Cl:36])[CH:30]=4)[NH:25]3)[CH:19]=2)=[CH:14][CH:13]=1)([CH3:11])([CH3:10])[CH3:9].C(N1C=CN=C1)(N1C=CN=C1)=O. Given the product [C:8]([C:12]1[CH:17]=[CH:16][C:15]([C:18]2[CH:23]=[CH:22][CH:21]=[C:20]([CH:24]3[C:33]([CH3:35])([CH3:34])[CH2:32][C:31]4[C:26](=[C:27]([C:37]([NH:7][S:4]([CH3:3])(=[O:6])=[O:5])=[O:38])[CH:28]=[C:29]([Cl:36])[CH:30]=4)[NH:25]3)[CH:19]=2)=[CH:14][CH:13]=1)([CH3:11])([CH3:9])[CH3:10], predict the reactants needed to synthesize it. (2) Given the product [Cl:38][C:32]1[C:33]([Cl:37])=[CH:34][CH:35]=[CH:36][C:31]=1[N:30]1[C:18](=[O:19])[C:11]2[C@@H:12]3[C:15]([CH3:17])([CH3:16])[C@@:9]([CH3:8])([CH2:14][CH2:13]3)[C:10]=2[N:29]1[CH3:27], predict the reactants needed to synthesize it. The reactants are: C(N(CC)CC)C.[CH3:8][C@:9]12[C:15]([CH3:17])([CH3:16])[C@H:12]([CH2:13][CH2:14]1)[CH:11]([C:18](Cl)=[O:19])[C:10]2=O.C(O[C:27]([N:29](C)[NH:30][C:31]1[CH:36]=[CH:35][CH:34]=[C:33]([Cl:37])[C:32]=1[Cl:38])=O)(C)(C)C.Cl.O1CCOCC1. (3) The reactants are: [C:1](OC(=O)C)(=[O:3])[CH3:2].[NH2:8][CH2:9][C@H:10]1[O:14][C:13](=[O:15])[N:12]([C:16]2[CH:17]=[C:18]3[C:22](=[C:23]([F:25])[CH:24]=2)[N:21]([CH:26]([CH3:28])[CH3:27])[C:20](=[O:29])[CH2:19]3)[CH2:11]1.C(N(CC)C(C)C)(C)C. Given the product [F:25][C:23]1[CH:24]=[C:16]([N:12]2[CH2:11][C@H:10]([CH2:9][NH:8][C:1](=[O:3])[CH3:2])[O:14][C:13]2=[O:15])[CH:17]=[C:18]2[C:22]=1[N:21]([CH:26]([CH3:27])[CH3:28])[C:20](=[O:29])[CH2:19]2, predict the reactants needed to synthesize it. (4) Given the product [CH2:11]([O:18][C:19]1[CH:26]=[CH:25][C:24]([I:27])=[CH:23][C:20]=1[CH2:21][OH:22])[C:12]1[CH:13]=[CH:14][CH:15]=[CH:16][CH:17]=1, predict the reactants needed to synthesize it. The reactants are: [H-].C([Al+]CC(C)C)C(C)C.[CH2:11]([O:18][C:19]1[CH:26]=[CH:25][C:24]([I:27])=[CH:23][C:20]=1[CH:21]=[O:22])[C:12]1[CH:17]=[CH:16][CH:15]=[CH:14][CH:13]=1.C(C(C(C([O-])=O)O)O)([O-])=O.[Na+].[K+]. (5) Given the product [CH3:12][S:13]([C:16]1[CH:21]=[C:20]([C:2]2[N:7]3[N:8]=[C:9]([NH2:11])[N:10]=[C:6]3[CH:5]=[CH:4][CH:3]=2)[CH:19]=[CH:18][CH:17]=1)(=[O:15])=[O:14], predict the reactants needed to synthesize it. The reactants are: Br[C:2]1[N:7]2[N:8]=[C:9]([NH2:11])[N:10]=[C:6]2[CH:5]=[CH:4][CH:3]=1.[CH3:12][S:13]([C:16]1[CH:17]=[C:18](B(O)O)[CH:19]=[CH:20][CH:21]=1)(=[O:15])=[O:14]. (6) Given the product [C:1]([O:5][C:6]([NH:8][C@:9]12[CH2:17][NH:16][CH2:15][C@@H:14]1[CH2:13][CH2:12][CH2:11][CH2:10]2)=[O:7])([CH3:4])([CH3:2])[CH3:3], predict the reactants needed to synthesize it. The reactants are: [C:1]([O:5][C:6]([NH:8][C@:9]12[CH2:17][N:16]([C@@H](C3C=CC=CC=3)C)[CH2:15][C@@H:14]1[CH2:13][CH:12]=[CH:11][CH2:10]2)=[O:7])([CH3:4])([CH3:3])[CH3:2].[H][H].